Predict the reactants needed to synthesize the given product. From a dataset of Full USPTO retrosynthesis dataset with 1.9M reactions from patents (1976-2016). (1) Given the product [Cl:22][C:23]1[N:24]=[C:25]([C:30]([N:18]([CH2:19][CH2:20][CH3:21])[CH:16]2[CH2:17][N:14]([C:6]3[S:7][C:8]([C:9]([O:11][CH2:12][CH3:13])=[O:10])=[C:4]([CH:1]([CH3:3])[CH3:2])[N:5]=3)[CH2:15]2)=[O:31])[NH:26][C:27]=1[CH2:28][CH3:29], predict the reactants needed to synthesize it. The reactants are: [CH:1]([C:4]1[N:5]=[C:6]([N:14]2[CH2:17][CH:16]([NH:18][CH2:19][CH2:20][CH3:21])[CH2:15]2)[S:7][C:8]=1[C:9]([O:11][CH2:12][CH3:13])=[O:10])([CH3:3])[CH3:2].[Cl:22][C:23]1[N:24]=[C:25]([C:30](O)=[O:31])[NH:26][C:27]=1[CH2:28][CH3:29].CCN=C=NCCCN(C)C.Cl.ON1C2C=CC=CC=2N=N1.CN1CCOCC1. (2) Given the product [CH3:9][C:5]1[CH:6]=[C:7]([NH:8][C:15]#[C:14][Si:11]([CH3:13])([CH3:12])[CH3:10])[CH:2]=[N:3][CH:4]=1, predict the reactants needed to synthesize it. The reactants are: Cl[C:2]1[C:7]([NH2:8])=[CH:6][C:5]([CH3:9])=[CH:4][N:3]=1.[CH3:10][Si:11]([C:14]#[CH:15])([CH3:13])[CH3:12]. (3) Given the product [C:17]([NH:10][C@H:9]([C:11]([O:13][CH3:14])=[O:12])[CH2:8][C:7]1[CH:6]=[CH:5][C:4]([O:3][CH3:2])=[CH:16][CH:15]=1)(=[O:20])[CH:18]=[CH2:19], predict the reactants needed to synthesize it. The reactants are: Cl.[CH3:2][O:3][C:4]1[CH:16]=[CH:15][C:7]([CH2:8][C@@H:9]([C:11]([O:13][CH3:14])=[O:12])[NH2:10])=[CH:6][CH:5]=1.[C:17](O)(=[O:20])[CH:18]=[CH2:19].C1CCC(N=C=NC2CCCCC2)CC1.C(N(CC)CC)C. (4) Given the product [CH3:8][N:5]1[CH2:6][CH2:7][CH:2]([NH:1][C:45]([C:39]2[C:40]3[O:44][CH2:43][O:42][C:41]=3[C:36]([N+:33]([O-:35])=[O:34])=[CH:37][CH:38]=2)=[O:46])[CH2:3][CH2:4]1, predict the reactants needed to synthesize it. The reactants are: [NH2:1][CH:2]1[CH2:7][CH2:6][N:5]([CH3:8])[CH2:4][CH2:3]1.CN(C(ON1N=NC2C=CC=NC1=2)=[N+](C)C)C.F[P-](F)(F)(F)(F)F.[N+:33]([C:36]1[C:41]2[O:42][CH2:43][O:44][C:40]=2[C:39]([C:45](O)=[O:46])=[CH:38][CH:37]=1)([O-:35])=[O:34].C(N(C(C)C)CC)(C)C. (5) Given the product [OH:8][C:9]1[CH:14]=[CH:13][C:12]([O:15][CH3:16])=[CH:11][C:10]=1[CH2:17][CH2:18][C:19]([O:21][CH2:22][CH3:23])=[O:20], predict the reactants needed to synthesize it. The reactants are: C([O:8][C:9]1[CH:14]=[CH:13][C:12]([O:15][CH3:16])=[CH:11][C:10]=1/[CH:17]=[CH:18]/[C:19]([O:21][CH2:22][CH3:23])=[O:20])C1C=CC=CC=1. (6) Given the product [C:1]([O:5][C:6]([N:8]1[CH2:9][CH2:10][CH:11]([CH2:14][N:15]([C:16]2[CH:21]=[CH:20][C:19]([Cl:22])=[CH:18][CH:17]=2)[C:30](=[O:33])[CH2:31][CH3:32])[CH2:12][CH2:13]1)=[O:7])([CH3:4])([CH3:2])[CH3:3], predict the reactants needed to synthesize it. The reactants are: [C:1]([O:5][C:6]([N:8]1[CH2:13][CH2:12][CH:11]([CH2:14][NH:15][C:16]2[CH:21]=[CH:20][C:19]([Cl:22])=[CH:18][CH:17]=2)[CH2:10][CH2:9]1)=[O:7])([CH3:4])([CH3:3])[CH3:2].C(N(CC)CC)C.[C:30](Cl)(=[O:33])[CH2:31][CH3:32].O.